Dataset: Full USPTO retrosynthesis dataset with 1.9M reactions from patents (1976-2016). Task: Predict the reactants needed to synthesize the given product. (1) Given the product [CH2:1]([O:3][C:4](=[O:25])[CH2:5][C:6]1[CH:7]=[C:8]([C:14]2[CH:19]=[CH:18][C:17]([F:20])=[CH:16][C:15]=2[CH2:21][N:22]([CH2:23][CH3:24])[C:35]([NH:45][CH2:44][C:43]2[CH:46]=[CH:47][C:40]([Cl:39])=[CH:41][CH:42]=2)=[O:36])[C:9]([O:12][CH3:13])=[CH:10][CH:11]=1)[CH3:2], predict the reactants needed to synthesize it. The reactants are: [CH2:1]([O:3][C:4](=[O:25])[CH2:5][C:6]1[CH:7]=[C:8]([C:14]2[CH:19]=[CH:18][C:17]([F:20])=[CH:16][C:15]=2[CH2:21][NH:22][CH2:23][CH3:24])[C:9]([O:12][CH3:13])=[CH:10][CH:11]=1)[CH3:2].C(N(C(C)C)CC)(C)C.[C:35](Cl)(Cl)=[O:36].[Cl:39][C:40]1[CH:47]=[CH:46][C:43]([CH2:44][NH2:45])=[CH:42][CH:41]=1. (2) The reactants are: Cl[C:2]1[CH:3]=[CH:4][C:5](OCCCCCCC)=[C:6]([CH:32]=1)[C:7]([NH:9][C@@H:10]([CH2:14][C:15]1[CH:20]=[CH:19][C:18]([C:21]2[CH:26]=[CH:25][C:24](OC(F)(F)F)=[CH:23][CH:22]=2)=[CH:17][CH:16]=1)[C:11]([OH:13])=[O:12])=[O:8].[F:41][C:42]([F:53])([F:52])[C:43]1[CH:48]=[CH:47][C:46](B(O)O)=[CH:45][CH:44]=1. Given the product [C:18]1([C:21]2[CH:26]=[CH:25][CH:24]=[CH:23][CH:22]=2)[CH:17]=[CH:16][C:15]([CH2:14][C@H:10]([NH:9][C:7]([C:6]2[CH:32]=[CH:2][C:3]([C:46]3[CH:47]=[CH:48][C:43]([C:42]([F:53])([F:52])[F:41])=[CH:44][CH:45]=3)=[CH:4][CH:5]=2)=[O:8])[C:11]([OH:13])=[O:12])=[CH:20][CH:19]=1, predict the reactants needed to synthesize it.